This data is from Forward reaction prediction with 1.9M reactions from USPTO patents (1976-2016). The task is: Predict the product of the given reaction. (1) Given the reactants [F:1][C:2]1[N:7]2C(C(CC3C=CC=CC=3)CO)=[N:9][N:10]=[C:6]2[CH:5]=[C:4]([C:21]2[CH:26]=[CH:25][N:24]=[C:23]([NH:27][C:28]3[N:32]([CH3:33])[N:31]=[CH:30][CH:29]=3)N=2)[CH:3]=1.[CH3:34]CN(C(C)C)C(C)C.[C:43]([O:47][C:48]([NH:50][CH2:51][CH:52]([C:56]1[CH:61]=[CH:60][CH:59]=[CH:58][CH:57]=1)[C:53]([OH:55])=O)=[O:49])([CH3:46])([CH3:45])[CH3:44].CN(C(ON1N=NC2C=CC=NC1=2)=[N+](C)C)C.F[P-](F)(F)(F)(F)F, predict the reaction product. The product is: [F:1][C:2]1[N:7]=[C:6]([NH:10][NH:9][C:53](=[O:55])[CH:52]([C:56]2[CH:61]=[CH:60][CH:59]=[CH:58][CH:57]=2)[CH2:51][NH:50][C:48](=[O:49])[O:47][C:43]([CH3:44])([CH3:45])[CH3:46])[CH:5]=[C:4]([C:21]2[CH:26]=[CH:25][N:24]=[C:23]([NH:27][C:28]3[N:32]([CH3:33])[N:31]=[CH:30][CH:29]=3)[CH:34]=2)[CH:3]=1. (2) Given the reactants Cl.[NH:2]1[CH2:7][CH2:6][CH:5]([O:8][CH2:9][C:10]([O:12]C)=[O:11])[CH2:4][CH2:3]1.[OH-].[Na+].[C:16](O[C:16]([O:18][C:19]([CH3:22])([CH3:21])[CH3:20])=[O:17])([O:18][C:19]([CH3:22])([CH3:21])[CH3:20])=[O:17].Cl, predict the reaction product. The product is: [C:19]([O:18][C:16]([N:2]1[CH2:3][CH2:4][CH:5]([O:8][CH2:9][C:10]([OH:12])=[O:11])[CH2:6][CH2:7]1)=[O:17])([CH3:22])([CH3:21])[CH3:20]. (3) The product is: [F:39][C:38]([F:41])([F:40])[C:36]([OH:42])=[O:37].[CH:31]([N:27]1[C:26]([C:20]2[N:19]=[C:18]3[N:22]([CH2:23][CH2:24][O:25][C:16]4[CH:15]=[C:14]([CH:11]5[CH2:12][CH2:13][NH:8][CH2:9][CH2:10]5)[CH:35]=[CH:34][C:17]=43)[CH:21]=2)=[N:30][CH:29]=[N:28]1)([CH3:33])[CH3:32]. Given the reactants C(OC([N:8]1[CH2:13][CH2:12][CH:11]([C:14]2[CH:35]=[CH:34][C:17]3[C:18]4[N:22]([CH2:23][CH2:24][O:25][C:16]=3[CH:15]=2)[CH:21]=[C:20]([C:26]2[N:27]([CH:31]([CH3:33])[CH3:32])[N:28]=[CH:29][N:30]=2)[N:19]=4)[CH2:10][CH2:9]1)=O)(C)(C)C.[C:36]([OH:42])([C:38]([F:41])([F:40])[F:39])=[O:37], predict the reaction product. (4) Given the reactants [CH3:1][CH2:2][O:3][C:4]1[CH:5]=[CH:6][C:7]([NH2:10])=[CH:8][CH:9]=1.C(N(CC)CC)C.Br[C:19]1[C:20]2[N:21]([C:26]([CH3:29])=[CH:27][N:28]=2)[N:22]=[C:23]([Cl:25])[CH:24]=1.ClC1C=C(Cl)C2N(C(C)=CN=2)N=1, predict the reaction product. The product is: [Cl:25][C:23]1[CH:24]=[C:19]([NH:10][C:7]2[CH:8]=[CH:9][C:4]([O:3][CH2:2][CH3:1])=[CH:5][CH:6]=2)[C:20]2[N:21]([C:26]([CH3:29])=[CH:27][N:28]=2)[N:22]=1. (5) Given the reactants Cl[CH2:2][Si:3]([CH3:33])([CH3:32])[CH2:4][CH2:5][C:6]1[C:18]2[CH2:17][N:16]3[C:11](=[CH:12][C:13]4[C@:23]([CH2:25][CH3:26])([OH:24])[C:22](=[O:27])[O:21][CH2:20][C:14]=4[C:15]3=[O:19])[C:10]=2[N:9]=[C:8]2[CH:28]=[CH:29][CH:30]=[CH:31][C:7]=12.[CH2:34]([NH2:41])[C:35]1[CH:40]=[CH:39][CH:38]=[CH:37][CH:36]=1, predict the reaction product. The product is: [CH2:34]([NH:41][CH2:2][Si:3]([CH3:33])([CH3:32])[CH2:4][CH2:5][C:6]1[C:18]2[CH2:17][N:16]3[C:11](=[CH:12][C:13]4[C@:23]([CH2:25][CH3:26])([OH:24])[C:22](=[O:27])[O:21][CH2:20][C:14]=4[C:15]3=[O:19])[C:10]=2[N:9]=[C:8]2[CH:28]=[CH:29][CH:30]=[CH:31][C:7]=12)[C:35]1[CH:40]=[CH:39][CH:38]=[CH:37][CH:36]=1. (6) The product is: [S:1]1[C:5]2[CH:6]=[CH:7][CH:8]=[CH:9][C:4]=2[N:3]=[C:2]1[NH:10][C:11](=[O:37])[N:12]([CH:28]1[CH2:32][CH2:31][CH:30]([C:33]([OH:35])=[O:34])[CH2:29]1)[CH2:13][CH2:14][CH:15]([C:16]1[CH:17]=[CH:18][CH:19]=[CH:20][CH:21]=1)[C:22]1[CH:27]=[CH:26][CH:25]=[CH:24][CH:23]=1. Given the reactants [S:1]1[C:5]2[CH:6]=[CH:7][CH:8]=[CH:9][C:4]=2[N:3]=[C:2]1[NH:10][C:11](=[O:37])[N:12]([CH:28]1[CH2:32][CH2:31][CH:30]([C:33]([O:35]C)=[O:34])[CH2:29]1)[CH2:13][CH2:14][CH:15]([C:22]1[CH:27]=[CH:26][CH:25]=[CH:24][CH:23]=1)[C:16]1[CH:21]=[CH:20][CH:19]=[CH:18][CH:17]=1.O.[OH-].[Li+], predict the reaction product. (7) Given the reactants [NH:1]1[CH:5]=[CH:4][CH:3]=[N:2]1.[H-].[Na+].Br[CH2:9][CH:10]1[CH2:15][CH2:14][CH2:13][CH2:12][CH2:11]1, predict the reaction product. The product is: [CH:10]1([CH2:9][N:1]2[CH:5]=[CH:4][CH:3]=[N:2]2)[CH2:15][CH2:14][CH2:13][CH2:12][CH2:11]1. (8) Given the reactants [F:1][C:2]([F:14])([F:13])[C:3]1[CH:12]=[CH:11][C:6]2[N:7]=[C:8]([NH2:10])[S:9][C:5]=2[CH:4]=1.C(N=C=NCCCN(C)C)C.ON1C2C=CC=CC=2N=N1.[CH3:36][O:37][C:38]1[CH:48]=[CH:47][C:46](/[CH:49]=[CH:50]/[C:51](=[O:64])[C:52]2[CH:57]=[C:56]([O:58][CH3:59])[C:55]([O:60][CH3:61])=[C:54]([O:62][CH3:63])[CH:53]=2)=[CH:45][C:39]=1[O:40][CH2:41][C:42](O)=[O:43], predict the reaction product. The product is: [F:14][C:2]([F:1])([F:13])[C:3]1[CH:12]=[CH:11][C:6]2[N:7]=[C:8]([NH:10][C:42](=[O:43])[CH2:41][O:40][C:39]3[CH:45]=[C:46](/[CH:49]=[CH:50]/[C:51](=[O:64])[C:52]4[CH:53]=[C:54]([O:62][CH3:63])[C:55]([O:60][CH3:61])=[C:56]([O:58][CH3:59])[CH:57]=4)[CH:47]=[CH:48][C:38]=3[O:37][CH3:36])[S:9][C:5]=2[CH:4]=1.